Task: Predict the reactants needed to synthesize the given product.. Dataset: Full USPTO retrosynthesis dataset with 1.9M reactions from patents (1976-2016) (1) Given the product [CH2:32]([C:34]1[N:35]([C:2]2[N:10]=[C:9]3[C:5]([N:6]=[C:7]([CH2:12][CH2:13][N:14]4[CH2:15][CH:16]([N:18]5[CH2:23][CH2:22][S:21](=[O:24])(=[O:25])[CH2:20][CH2:19]5)[CH2:17]4)[N:8]3[CH3:11])=[C:4]([N:26]3[CH2:27][CH2:28][O:29][CH2:30][CH2:31]3)[N:3]=2)[C:36]2[CH:42]=[CH:41][CH:40]=[CH:39][C:37]=2[N:38]=1)[CH3:33], predict the reactants needed to synthesize it. The reactants are: Cl[C:2]1[N:10]=[C:9]2[C:5]([N:6]=[C:7]([CH2:12][CH2:13][N:14]3[CH2:17][CH:16]([N:18]4[CH2:23][CH2:22][S:21](=[O:25])(=[O:24])[CH2:20][CH2:19]4)[CH2:15]3)[N:8]2[CH3:11])=[C:4]([N:26]2[CH2:31][CH2:30][O:29][CH2:28][CH2:27]2)[N:3]=1.[CH2:32]([C:34]1[NH:35][C:36]2[CH:42]=[CH:41][CH:40]=[CH:39][C:37]=2[N:38]=1)[CH3:33].CC(C1C=C(C(C)C)C(C2C=CC=CC=2P(C2CCCCC2)C2CCCCC2)=C(C(C)C)C=1)C.C([O-])([O-])=O.[Cs+].[Cs+]. (2) Given the product [C:24]1([N:20]2[CH2:21][CH2:22][N:23]([CH2:2][CH2:3][CH2:4][CH2:5][N:6]3[CH2:11][C:10](=[O:12])[N:9]4[CH2:13][CH2:14][CH2:15][CH:8]4[C:7]3=[O:16])[C@@H:18]([CH3:17])[CH2:19]2)[C:33]2[C:28](=[CH:29][CH:30]=[CH:31][CH:32]=2)[CH:27]=[CH:26][CH:25]=1, predict the reactants needed to synthesize it. The reactants are: Br[CH2:2][CH2:3][CH2:4][CH2:5][N:6]1[CH2:11][C:10](=[O:12])[N:9]2[CH2:13][CH2:14][CH2:15][CH:8]2[C:7]1=[O:16].[CH3:17][C@@H:18]1[NH:23][CH2:22][CH2:21][N:20]([C:24]2[C:33]3[C:28](=[CH:29][CH:30]=[CH:31][CH:32]=3)[CH:27]=[CH:26][CH:25]=2)[CH2:19]1. (3) Given the product [CH3:2][C:3]1[CH:8]=[C:7]2[C:6](=[C:5]([N+:11]([O-:13])=[O:12])[CH:4]=1)[NH:9][C:14]([C:17]1[CH:22]=[CH:21][CH:20]=[CH:19][N:18]=1)=[CH:15]2, predict the reactants needed to synthesize it. The reactants are: Cl.[CH3:2][C:3]1[CH:8]=[CH:7][C:6]([NH:9]N)=[C:5]([N+:11]([O-:13])=[O:12])[CH:4]=1.[C:14]([C:17]1[CH:22]=[CH:21][CH:20]=[CH:19][N:18]=1)(=O)[CH3:15]. (4) Given the product [F:48][C:47]([F:50])([F:49])[C:45]([OH:51])=[O:46].[C:1]1([C:7]2[CH:12]=[C:11]([CH:13]3[CH2:18][CH2:17][N:16]([CH2:19][CH2:20][N:21]4[CH2:26][CH2:25][O:24][CH2:23][CH2:22]4)[CH2:15][CH2:14]3)[CH:10]=[CH:9][C:8]=2[NH:27][C:28]([C:30]2[NH:31][CH:32]=[C:33]([C:35]#[N:36])[N:34]=2)=[O:29])[CH2:6][CH2:5][CH2:4][CH2:3][CH:2]=1, predict the reactants needed to synthesize it. The reactants are: [C:1]1([C:7]2[CH:12]=[C:11]([CH:13]3[CH2:18][CH2:17][N:16]([CH2:19][CH2:20][N:21]4[CH2:26][CH2:25][O:24][CH2:23][CH2:22]4)[CH2:15][CH2:14]3)[CH:10]=[CH:9][C:8]=2[NH:27][C:28]([C:30]2[N:31](COCC[Si](C)(C)C)[CH:32]=[C:33]([C:35]#[N:36])[N:34]=2)=[O:29])[CH2:6][CH2:5][CH2:4][CH2:3][CH:2]=1.[C:45]([OH:51])([C:47]([F:50])([F:49])[F:48])=[O:46]. (5) Given the product [C:1]([NH:5][C:6]1[NH:11][C:10](=[O:12])[C:9]([C:14]2[CH:19]=[CH:18][C:17]([O:20][C:21]3[CH:26]=[CH:25][N:24]=[C:23]([C:27]4[CH:28]=[N:29][N:30]([CH3:32])[CH:31]=4)[CH:22]=3)=[C:16]([CH3:33])[N:15]=2)=[CH:8][N:7]=1)([CH3:4])([CH3:3])[CH3:2], predict the reactants needed to synthesize it. The reactants are: [C:1]([NH:5][C:6]1[N:11]=[C:10]([O:12]C)[C:9]([C:14]2[CH:19]=[CH:18][C:17]([O:20][C:21]3[CH:26]=[CH:25][N:24]=[C:23]([C:27]4[CH:28]=[N:29][N:30]([CH3:32])[CH:31]=4)[CH:22]=3)=[C:16]([CH3:33])[N:15]=2)=[CH:8][N:7]=1)([CH3:4])([CH3:3])[CH3:2].Br. (6) The reactants are: [CH3:1][N:2]([CH2:4][CH:5]1[CH2:14][CH2:13][C:12]2[CH:11]=[C:10]([NH:15][C:16]([C:18]3[CH:23]=[CH:22][C:21]([C:24]4[CH:29]=[CH:28][C:27]([CH:30]=[O:31])=[CH:26][CH:25]=4)=[CH:20][CH:19]=3)=[O:17])[CH:9]=[CH:8][C:7]=2[CH2:6]1)[CH3:3].[BH4-].[Na+].C(OCC)(=O)C. Given the product [CH3:3][N:2]([CH2:4][CH:5]1[CH2:14][CH2:13][C:12]2[CH:11]=[C:10]([NH:15][C:16]([C:18]3[CH:23]=[CH:22][C:21]([C:24]4[CH:25]=[CH:26][C:27]([CH2:30][OH:31])=[CH:28][CH:29]=4)=[CH:20][CH:19]=3)=[O:17])[CH:9]=[CH:8][C:7]=2[CH2:6]1)[CH3:1], predict the reactants needed to synthesize it. (7) Given the product [C:16]([CH:18]1[CH2:23][CH2:22][CH2:21][N:20]([C:2]2[N:7]=[N:6][C:5]([NH2:8])=[N:4][C:3]=2[C:9]2[CH:14]=[CH:13][CH:12]=[CH:11][CH:10]=2)[CH2:19]1)#[CH:17], predict the reactants needed to synthesize it. The reactants are: Br[C:2]1[N:7]=[N:6][C:5]([NH2:8])=[N:4][C:3]=1[C:9]1[CH:14]=[CH:13][CH:12]=[CH:11][CH:10]=1.Cl.[C:16]([CH:18]1[CH2:23][CH2:22][CH2:21][NH:20][CH2:19]1)#[CH:17]. (8) Given the product [NH:3]1[C:7]2[CH:8]=[CH:9][CH:10]=[CH:11][C:6]=2[N:5]=[C:4]1[C@H:12]([NH:22][C:32]([NH:31][CH:27]1[CH2:28][CH2:29][CH2:30][CH:25]([CH3:24])[CH2:26]1)=[O:33])[CH2:13][C:14]1[CH:19]=[CH:18][C:17]([O:20][CH3:21])=[CH:16][CH:15]=1, predict the reactants needed to synthesize it. The reactants are: Cl.Cl.[NH:3]1[C:7]2[CH:8]=[CH:9][CH:10]=[CH:11][C:6]=2[N:5]=[C:4]1[C@H:12]([NH2:22])[CH2:13][C:14]1[CH:19]=[CH:18][C:17]([O:20][CH3:21])=[CH:16][CH:15]=1.Cl.[CH3:24][CH:25]1[CH2:30][CH2:29][CH2:28][CH:27]([NH2:31])[CH2:26]1.[C:32](O)(C(F)(F)F)=[O:33]. (9) Given the product [F:17][C:18]([F:23])([F:22])[C:19]([OH:21])=[O:20].[C:14]([C:11]1[CH2:12][CH2:13][NH:8][CH2:9][CH:10]=1)(=[O:16])[NH2:15], predict the reactants needed to synthesize it. The reactants are: C(OC([N:8]1[CH2:13][CH:12]=[C:11]([C:14](=[O:16])[NH2:15])[CH2:10][CH2:9]1)=O)(C)(C)C.[F:17][C:18]([F:23])([F:22])[C:19]([OH:21])=[O:20]. (10) Given the product [OH:18][CH:13]([CH2:14][CH:15]([CH3:17])[CH3:16])[C:8]#[C:7][C:6]([O:10][CH2:11][CH3:12])=[O:9], predict the reactants needed to synthesize it. The reactants are: C([Li])CCC.[C:6]([O:10][CH2:11][CH3:12])(=[O:9])[C:7]#[CH:8].[CH:13](=[O:18])[CH2:14][CH:15]([CH3:17])[CH3:16].C[Si](Cl)(C)C.